From a dataset of Reaction yield outcomes from USPTO patents with 853,638 reactions. Predict the reaction yield, written as a fraction of the theoretical maximum amount of product (1.0 means a 100% yield; for example, 0.34 means a 34% yield). (1) The reactants are [O-]Cl=O.[Na+].[CH2:5]([O:12][C:13]([NH:15][C@H:16]([C:20]([O:22][CH2:23][C:24]1[O:28][C:27]([CH:29]=[O:30])=[CH:26][CH:25]=1)=[O:21])[CH:17]([CH3:19])[CH3:18])=[O:14])[C:6]1[CH:11]=[CH:10][CH:9]=[CH:8][CH:7]=1.C([O-])(O)=[O:32].[Na+]. The catalyst is O.CC#N. The product is [CH2:5]([O:12][C:13]([NH:15][C@H:16]([C:20]([O:22][CH2:23][C:24]1[O:28][C:27]([C:29]([OH:32])=[O:30])=[CH:26][CH:25]=1)=[O:21])[CH:17]([CH3:19])[CH3:18])=[O:14])[C:6]1[CH:7]=[CH:8][CH:9]=[CH:10][CH:11]=1. The yield is 0.340. (2) The reactants are O[C:2]1[CH:7]=[C:6]([CH3:8])[C:5]([C:9](=[O:11])[CH3:10])=[C:4]([CH3:12])[CH:3]=1.[N:13]1[CH:18]=[CH:17][N:16]=[CH:15][C:14]=1[SH:19].[OH-].[K+]. The catalyst is CN(C=O)C.O.[Cu-]=O. The product is [CH3:8][C:6]1[CH:7]=[C:2]([S:19][C:14]2[CH:15]=[N:16][CH:17]=[CH:18][N:13]=2)[CH:3]=[C:4]([CH3:12])[C:5]=1[C:9](=[O:11])[CH3:10]. The yield is 0.250. (3) The product is [CH2:17]([O:19][C:20](=[O:25])[C:21]([N:22]=[N+:23]=[N-:24])=[CH:15][C:4]1[CH:5]=[C:6]([C:9]2[CH:10]=[CH:11][CH:12]=[CH:13][CH:14]=2)[CH:7]=[CH:8][C:3]=1[O:2][CH3:1])[CH3:18]. The reactants are [CH3:1][O:2][C:3]1[CH:8]=[CH:7][C:6]([C:9]2[CH:14]=[CH:13][CH:12]=[CH:11][CH:10]=2)=[CH:5][C:4]=1[CH:15]=O.[CH2:17]([O:19][C:20](=[O:25])[CH2:21][N:22]=[N+:23]=[N-:24])[CH3:18].CC[O-].[Na+].[NH4+].[Cl-]. The catalyst is CCO. The yield is 0.660. (4) The reactants are [Cl:1][C:2]1[CH:3]=[C:4]([CH:27]=[CH:28][CH:29]=1)[C:5]([C:7]1[CH:16]=[CH:15][CH:14]=[C:13]2[C:8]=1[NH:9][CH2:10][CH2:11][N:12]2[C:17]([O:19][CH2:20][C:21]1[CH:26]=[CH:25][CH:24]=[CH:23][CH:22]=1)=[O:18])=[O:6].N1C=CC=CC=1.[Br:36][CH2:37][C:38](Br)=[O:39]. The catalyst is C(Cl)Cl. The product is [Br:36][CH2:37][C:38]([N:9]1[C:8]2[C:13](=[CH:14][CH:15]=[CH:16][C:7]=2[C:5](=[O:6])[C:4]2[CH:27]=[CH:28][CH:29]=[C:2]([Cl:1])[CH:3]=2)[N:12]([C:17]([O:19][CH2:20][C:21]2[CH:22]=[CH:23][CH:24]=[CH:25][CH:26]=2)=[O:18])[CH2:11][CH2:10]1)=[O:39]. The yield is 0.850. (5) The reactants are [NH2:1][C:2]1[N:3]=[C:4]2[CH:9]=[CH:8][C:7]([O:10][C:11]3[CH:12]=[C:13]([NH:17][C:18]([C:20]4[C:25]([CH3:26])=[CH:24][CH:23]=[CH:22][N:21]=4)=[O:19])[CH:14]=[CH:15][CH:16]=3)=[CH:6][N:5]2[CH:27]=1.C(=O)([O-])O.[Na+].[CH:33]1([S:36](Cl)(=[O:38])=[O:37])[CH2:35][CH2:34]1. The catalyst is O1CCCC1. The product is [CH:33]1([S:36]([NH:1][C:2]2[N:3]=[C:4]3[CH:9]=[CH:8][C:7]([O:10][C:11]4[CH:12]=[C:13]([NH:17][C:18]([C:20]5[C:25]([CH3:26])=[CH:24][CH:23]=[CH:22][N:21]=5)=[O:19])[CH:14]=[CH:15][CH:16]=4)=[CH:6][N:5]3[CH:27]=2)(=[O:38])=[O:37])[CH2:35][CH2:34]1. The yield is 0.230. (6) The reactants are [F:1][C:2]1[CH:7]=[C:6]([CH:8]([OH:14])[CH2:9][CH2:10][CH2:11][CH2:12][CH3:13])[CH:5]=[CH:4][C:3]=1[NH:15][C:16](=[O:21])[C:17]([CH3:20])([CH3:19])[CH3:18].C[N+]1([O-])CCOCC1. The catalyst is C(Cl)Cl.[Ru]([O-])(=O)(=O)=O.C([N+](CCC)(CCC)CCC)CC. The product is [F:1][C:2]1[CH:7]=[C:6]([C:8](=[O:14])[CH2:9][CH2:10][CH2:11][CH2:12][CH3:13])[CH:5]=[CH:4][C:3]=1[NH:15][C:16](=[O:21])[C:17]([CH3:20])([CH3:19])[CH3:18]. The yield is 0.970. (7) The reactants are [F:1][C:2]1[CH:3]=[C:4]([N:9]2[CH2:13][C@H:12]([CH2:14][N:15]=[N+:16]=[N-:17])[O:11][C:10]2=[O:18])[CH:5]=[CH:6][C:7]=1[I:8].[Cl:19][C:20](S(Cl)(=O)=O)=[CH2:21]. The catalyst is C(Cl)(Cl)Cl. The product is [F:1][C:2]1[CH:3]=[C:4]([N:9]2[CH2:13][C@H:12]([CH2:14][N:15]3[CH:21]=[C:20]([Cl:19])[N:17]=[N:16]3)[O:11][C:10]2=[O:18])[CH:5]=[CH:6][C:7]=1[I:8]. The yield is 0.620. (8) The reactants are [NH:1]1[C:5]2[CH:6]=[CH:7][CH:8]=[CH:9][C:4]=2[N:3]=[C:2]1[C:10]([N:12]1[CH2:15][CH:14]([C:16]2[C:21](Cl)=[N:20][CH:19]=[CH:18][N:17]=2)[CH2:13]1)=[O:11].[C:23]([O:27][C:28]([N:30]1[CH2:35][CH:34]=[C:33](B2OC(C)(C)C(C)(C)O2)[CH2:32][CH2:31]1)=[O:29])([CH3:26])([CH3:25])[CH3:24].[O-]P([O-])([O-])=O.[K+].[K+].[K+]. The catalyst is O1CCOCC1.O.C1C=CC(P(C2C=CC=CC=2)[C-]2C=CC=C2)=CC=1.C1C=CC(P(C2C=CC=CC=2)[C-]2C=CC=C2)=CC=1.Cl[Pd]Cl.[Fe+2]. The product is [C:23]([O:27][C:28]([N:30]1[CH2:31][CH:32]=[C:33]([C:21]2[C:16]([CH:14]3[CH2:15][N:12]([C:10]([C:2]4[NH:3][C:4]5[CH:9]=[CH:8][CH:7]=[CH:6][C:5]=5[N:1]=4)=[O:11])[CH2:13]3)=[N:17][CH:18]=[CH:19][N:20]=2)[CH2:34][CH2:35]1)=[O:29])([CH3:26])([CH3:24])[CH3:25]. The yield is 0.800. (9) The reactants are [CH3:1][C:2]1[N:3]([CH2:30][C:31]([O:33][CH2:34][CH3:35])=[O:32])[C:4]2[CH2:5][C:6]([CH3:29])([CH3:28])[CH2:7][C:8](=O)[C:9]=2[C:10]=1[S:11][C:12]1[CH:17]=[CH:16][C:15]([S:18]([N:21]2[CH2:26][CH2:25][O:24][CH2:23][CH2:22]2)(=[O:20])=[O:19])=[CH:14][CH:13]=1.B.C1COCC1.CCO. The catalyst is C1COCC1. The product is [CH3:1][C:2]1[N:3]([CH2:30][C:31]([O:33][CH2:34][CH3:35])=[O:32])[C:4]2[CH2:5][C:6]([CH3:29])([CH3:28])[CH2:7][CH2:8][C:9]=2[C:10]=1[S:11][C:12]1[CH:17]=[CH:16][C:15]([S:18]([N:21]2[CH2:22][CH2:23][O:24][CH2:25][CH2:26]2)(=[O:20])=[O:19])=[CH:14][CH:13]=1. The yield is 0.360. (10) The reactants are C[O:2][C:3]([C:5]1[S:6][C:7]([C:13]2[CH:18]=[CH:17][C:16]([Cl:19])=[CH:15][CH:14]=2)=[CH:8][C:9]=1[CH2:10][CH2:11][OH:12])=O.O.C1(C)C=CC(S(O)(=O)=O)=CC=1. The catalyst is C1(C)C=CC=CC=1.C(OCC)(=O)C. The product is [Cl:19][C:16]1[CH:17]=[CH:18][C:13]([C:7]2[S:6][C:5]3[C:3](=[O:2])[O:12][CH2:11][CH2:10][C:9]=3[CH:8]=2)=[CH:14][CH:15]=1. The yield is 0.430.